This data is from Reaction yield outcomes from USPTO patents with 853,638 reactions. The task is: Predict the reaction yield, written as a fraction of the theoretical maximum amount of product (1.0 means a 100% yield; for example, 0.34 means a 34% yield). (1) The reactants are [CH2:1]([O:8][C:9]1[CH:14]=[CH:13][C:12]([C:15]2[N:16]([C:21]3[CH:26]=[CH:25][C:24]([OH:27])=[CH:23][CH:22]=3)[C:17]([CH3:20])=[CH:18][CH:19]=2)=[CH:11][CH:10]=1)[C:2]1[CH:7]=[CH:6][CH:5]=[CH:4][CH:3]=1.Br[CH2:29][CH2:30][CH2:31][CH2:32][CH2:33][CH2:34][CH2:35][CH3:36].C(=O)([O-])[O-].[K+].[K+].O. The catalyst is CN(C=O)C. The product is [CH2:1]([O:8][C:9]1[CH:14]=[CH:13][C:12]([C:15]2[N:16]([C:21]3[CH:22]=[CH:23][C:24]([O:27][CH2:29][CH2:30][CH2:31][CH2:32][CH2:33][CH2:34][CH2:35][CH3:36])=[CH:25][CH:26]=3)[C:17]([CH3:20])=[CH:18][CH:19]=2)=[CH:11][CH:10]=1)[C:2]1[CH:3]=[CH:4][CH:5]=[CH:6][CH:7]=1. The yield is 0.780. (2) The reactants are [CH:1]([C:4]1[CH:9]=[C:8]([O:10][CH3:11])[C:7]([CH3:12])=[CH:6][C:5]=1[OH:13])([CH3:3])[CH3:2].C(=O)([O-])[O-].[K+].[K+].Br[CH2:21][C:22]([O:24][CH2:25][CH3:26])=[O:23]. The catalyst is CC(C)=O. The product is [CH2:25]([O:24][C:22](=[O:23])[CH2:21][O:13][C:5]1[CH:6]=[C:7]([CH3:12])[C:8]([O:10][CH3:11])=[CH:9][C:4]=1[CH:1]([CH3:3])[CH3:2])[CH3:26]. The yield is 0.820. (3) The yield is 0.110. The product is [CH3:24][C@H:25]1[CH2:30][N:29]([CH:31]2[CH2:34][O:33][CH2:32]2)[C@H:28]([CH3:35])[CH2:27][N:26]1[C:36]1[CH:37]=[CH:38][C:39]([NH:42][C:43]2[C:44](=[O:59])[N:45]([CH3:58])[CH:46]=[C:47]([C:2]3[CH:9]=[N:8][CH:7]=[C:6]([N:10]4[CH2:22][CH2:21][N:13]5[C:14]6[CH2:15][CH2:16][CH2:17][CH2:18][C:19]=6[CH:20]=[C:12]5[C:11]4=[O:23])[C:3]=3[CH2:4][OH:5])[CH:48]=2)=[N:40][CH:41]=1. The reactants are Br[C:2]1[CH:9]=[N:8][CH:7]=[C:6]([N:10]2[CH2:22][CH2:21][N:13]3[C:14]4[CH2:15][CH2:16][CH2:17][CH2:18][C:19]=4[CH:20]=[C:12]3[C:11]2=[O:23])[C:3]=1[CH:4]=[O:5].[CH3:24][C@H:25]1[CH2:30][N:29]([CH:31]2[CH2:34][O:33][CH2:32]2)[C@H:28]([CH3:35])[CH2:27][N:26]1[C:36]1[CH:37]=[CH:38][C:39]([NH:42][C:43]2[C:44](=[O:59])[N:45]([CH3:58])[CH:46]=[C:47](B3OC(C)(C)C(C)(C)O3)[CH:48]=2)=[N:40][CH:41]=1.[O-]P([O-])([O-])=O.[K+].[K+].[K+].C([O-])(=O)C.[Na+]. The catalyst is C1C=CC(P(C2C=CC=CC=2)[C-]2C=CC=C2)=CC=1.C1C=CC(P(C2C=CC=CC=2)[C-]2C=CC=C2)=CC=1.Cl[Pd]Cl.[Fe+2].C(#N)C.O. (4) The reactants are [C:1]([C:4]1[CH:35]=[C:34]([CH3:36])[C:7]([O:8][C:9]2[C:10]3[N:26](CC4C=CC=CC=4)[CH:25]=[CH:24][C:11]=3[N:12]=[C:13]([NH:15][C:16]3[CH:23]=[CH:22][C:19]([C:20]#[N:21])=[CH:18][CH:17]=3)[N:14]=2)=[C:6]([CH3:37])[CH:5]=1)(=[O:3])[CH3:2].[Al+3].[Cl-].[Cl-].[Cl-].C(Cl)(Cl)Cl. The catalyst is ClC1C=CC=CC=1Cl. The product is [C:1]([C:4]1[CH:5]=[C:6]([CH3:37])[C:7]([O:8][C:9]2[C:10]3[NH:26][CH:25]=[CH:24][C:11]=3[N:12]=[C:13]([NH:15][C:16]3[CH:17]=[CH:18][C:19]([C:20]#[N:21])=[CH:22][CH:23]=3)[N:14]=2)=[C:34]([CH3:36])[CH:35]=1)(=[O:3])[CH3:2]. The yield is 0.770. (5) The reactants are [CH2:1](C([SnH3])=C(CCCC)CCCC)[CH2:2]CC.Br[C:17]1[CH:22]=[C:21]([O:23][CH:24]([F:26])[F:25])[CH:20]=[C:19]([F:27])[CH:18]=1.[Cl-].[Li+].[OH-].[Na+]. The catalyst is C1COCC1.Cl[Pd](Cl)([P](C1C=CC=CC=1)(C1C=CC=CC=1)C1C=CC=CC=1)[P](C1C=CC=CC=1)(C1C=CC=CC=1)C1C=CC=CC=1. The product is [F:27][C:19]1[CH:18]=[C:17]([CH:1]=[CH2:2])[CH:22]=[C:21]([O:23][CH:24]([F:26])[F:25])[CH:20]=1. The yield is 0.570. (6) The reactants are [CH:1]([NH2:4])([CH3:3])[CH3:2].C(N(CC)C(C)C)(C)C.[Cl:14][C:15]1[N:20]=[C:19](Cl)[C:18]([N+:22]([O-:24])=[O:23])=[C:17]([NH:25][CH3:26])[N:16]=1. The catalyst is ClCCl. The product is [Cl:14][C:15]1[N:20]=[C:19]([NH:4][CH:1]([CH3:3])[CH3:2])[C:18]([N+:22]([O-:24])=[O:23])=[C:17]([NH:25][CH3:26])[N:16]=1. The yield is 0.821. (7) The reactants are [CH3:1][O:2][CH2:3][CH2:4][O:5][C:6]1[CH:11]=[CH:10][C:9](/[CH:12]=[CH:13]/[C:14]([NH:16][S:17]([CH2:20][CH2:21][CH2:22][CH2:23][CH3:24])(=[O:19])=[O:18])=[O:15])=[C:8]([NH:25][C:26]2[CH:31]=[CH:30][C:29]([C:32]([F:35])([F:34])[F:33])=[CH:28][CH:27]=2)[CH:7]=1. The catalyst is CO.[C].[Pd]. The product is [CH3:1][O:2][CH2:3][CH2:4][O:5][C:6]1[CH:11]=[CH:10][C:9]([CH2:12][CH2:13][C:14]([NH:16][S:17]([CH2:20][CH2:21][CH2:22][CH2:23][CH3:24])(=[O:19])=[O:18])=[O:15])=[C:8]([NH:25][C:26]2[CH:31]=[CH:30][C:29]([C:32]([F:35])([F:33])[F:34])=[CH:28][CH:27]=2)[CH:7]=1. The yield is 0.500. (8) The reactants are [N+:1]([C:4]1[S:8][C:7]([C:9]([OH:11])=O)=[CH:6][CH:5]=1)([O-:3])=[O:2].C(Cl)(=O)C(Cl)=O.[CH2:18]([NH2:21])[CH2:19][CH3:20].CCN(CC)CC. The yield is 0.680. The product is [N+:1]([C:4]1[S:8][C:7]([C:9]([NH:21][CH2:18][CH2:19][CH3:20])=[O:11])=[CH:6][CH:5]=1)([O-:3])=[O:2]. The catalyst is CN(C=O)C.C(Cl)Cl. (9) The reactants are C(N(CC)CC)C.[Br:8][C:9]1[N:10]=[C:11]([C:30]#[CH:31])[C:12]([N:15]([C:23]([O:25][C:26]([CH3:29])([CH3:28])[CH3:27])=[O:24])[C:16](=[O:22])[O:17][C:18]([CH3:21])([CH3:20])[CH3:19])=[N:13][CH:14]=1.[OH:32][N:33]=[C:34](Cl)[C:35]1[CH:40]=[CH:39][CH:38]=[CH:37][CH:36]=1. The catalyst is C1COCC1. The product is [Br:8][C:9]1[N:10]=[C:11]([C:30]2[O:32][N:33]=[C:34]([C:35]3[CH:40]=[CH:39][CH:38]=[CH:37][CH:36]=3)[CH:31]=2)[C:12]([N:15]([C:23]([O:25][C:26]([CH3:29])([CH3:28])[CH3:27])=[O:24])[C:16](=[O:22])[O:17][C:18]([CH3:20])([CH3:21])[CH3:19])=[N:13][CH:14]=1. The yield is 0.700. (10) The reactants are C([S:4][CH:5]1[CH2:10][CH2:9][N:8]([CH:11]([C:17]2[CH:22]=[CH:21][CH:20]=[CH:19][C:18]=2[F:23])[C:12]([CH:14]2[CH2:16][CH2:15]2)=[O:13])[CH2:7]/[C:6]/1=[CH:24]\[C:25]1[CH:30]=[N:29][CH:28]=[CH:27][N:26]=1)(=O)C.[ClH:31].C(#N)C. The catalyst is C(O)C. The product is [ClH:31].[CH:14]1([C:12](=[O:13])[CH:11]([N:8]2[CH2:9][CH2:10][CH:5]([SH:4])/[C:6](=[CH:24]/[C:25]3[CH:30]=[N:29][CH:28]=[CH:27][N:26]=3)/[CH2:7]2)[C:17]2[CH:22]=[CH:21][CH:20]=[CH:19][C:18]=2[F:23])[CH2:16][CH2:15]1. The yield is 0.600.